This data is from Reaction yield outcomes from USPTO patents with 853,638 reactions. The task is: Predict the reaction yield, written as a fraction of the theoretical maximum amount of product (1.0 means a 100% yield; for example, 0.34 means a 34% yield). (1) The reactants are O.[NH2:2][NH2:3].[C:4]([CH2:12][C:13](=O)[CH3:14])(=O)[C:5]1[CH:10]=[CH:9][CH:8]=[CH:7][CH:6]=1. The catalyst is C(O)C. The product is [CH3:14][C:13]1[NH:3][N:2]=[C:4]([C:5]2[CH:10]=[CH:9][CH:8]=[CH:7][CH:6]=2)[CH:12]=1. The yield is 0.997. (2) The reactants are [Cl:1][C:2]1[CH:7]=[CH:6][C:5]([OH:8])=[CH:4][CH:3]=1.Br[CH2:10][C:11]([O:13][C:14]([CH3:17])([CH3:16])[CH3:15])=[O:12].C([O-])([O-])=O.[Cs+].[Cs+]. The catalyst is CN(C=O)C. The product is [Cl:1][C:2]1[CH:7]=[CH:6][C:5]([O:8][CH2:10][C:11]([O:13][C:14]([CH3:17])([CH3:16])[CH3:15])=[O:12])=[CH:4][CH:3]=1. The yield is 0.920. (3) The reactants are [CH3:1][O:2][C:3]([C:5]1[CH:13]=[CH:12][C:8]([C:9]([OH:11])=O)=[C:7]([N+:14]([O-:16])=[O:15])[CH:6]=1)=[O:4].S(Cl)(Cl)=O.[F:21][C:22]1[CH:23]=[C:24]([CH:36]=[C:37]([F:39])[CH:38]=1)[CH2:25][C:26]1[CH:27]=[C:28]2[C:32](=[CH:33][CH:34]=1)[NH:31][N:30]=[C:29]2[NH2:35]. The catalyst is C1COCC1.N1C=CC=CC=1. The product is [F:21][C:22]1[CH:23]=[C:24]([CH:36]=[C:37]([F:39])[CH:38]=1)[CH2:25][C:26]1[CH:27]=[C:28]2[C:32](=[CH:33][CH:34]=1)[NH:31][N:30]=[C:29]2[NH:35][C:9]([C:8]1[CH:12]=[CH:13][C:5]([C:3]([O:2][CH3:1])=[O:4])=[CH:6][C:7]=1[N+:14]([O-:16])=[O:15])=[O:11]. The yield is 0.650. (4) The reactants are Cl[C:2]1[C:7]([C:8]([O:10][CH2:11][CH3:12])=[O:9])=[CH:6][N:5]=[C:4](Cl)[CH:3]=1.[Br-].[CH2:15]([Zn+])[CH2:16][CH3:17].[CH2:19]1[CH2:23]OC[CH2:20]1. The catalyst is C1C=CC(P(C2C=CC=CC=2)[C-]2C=CC=C2)=CC=1.C1C=CC(P(C2C=CC=CC=2)[C-]2C=CC=C2)=CC=1.Cl[Pd]Cl.[Fe+2].ClCCl. The product is [CH2:15]([C:2]1[C:7]([C:8]([O:10][CH2:11][CH3:12])=[O:9])=[CH:6][N:5]=[C:4]([CH2:20][CH2:19][CH3:23])[CH:3]=1)[CH2:16][CH3:17]. The yield is 0.460. (5) The reactants are [CH:1]1[C:9]2[C:8]3[CH:10]=[CH:11][CH:12]=[CH:13][C:7]=3[O:6][C:5]=2C=[CH:3][CH:2]=1.CN(C)[CH2:16][CH2:17]N(C)C.[CH2:22](OCC)C.CI. No catalyst specified. The product is [CH3:22][C:13]1[C:7]2[O:6][C:5]3[C:16]([CH3:17])=[CH:3][CH:2]=[CH:1][C:9]=3[C:8]=2[CH:10]=[CH:11][CH:12]=1. The yield is 0.210. (6) The reactants are C(Cl)(=O)C(Cl)=O.CS(C)=O.[CH3:11][C:12]1[CH:25]=[CH:24][C:15]([CH2:16][N:17]2[CH2:22][CH2:21][CH:20]([OH:23])[CH2:19][CH2:18]2)=[CH:14][CH:13]=1.C(N(CC)CC)C.[Cl-].[NH4+]. The catalyst is C(Cl)Cl. The product is [CH3:11][C:12]1[CH:13]=[CH:14][C:15]([CH2:16][N:17]2[CH2:18][CH2:19][C:20](=[O:23])[CH2:21][CH2:22]2)=[CH:24][CH:25]=1. The yield is 0.810. (7) The reactants are [C:1]([O:5][C:6]([NH:8][C:9](=[CH:14][C:15]1[CH:16]=[N:17][C:18]([C:21]2[CH:26]=[CH:25][CH:24]=[C:23]([F:27])[C:22]=2[F:28])=[CH:19][CH:20]=1)[C:10]([O:12][CH3:13])=[O:11])=[O:7])([CH3:4])([CH3:3])[CH3:2].C(O)(=O)C.OCC1(OC[C@@H](O)[C@@H](O)[C@H]1O)O. The catalyst is [Pd].CO. The product is [C:1]([O:5][C:6]([NH:8][CH:9]([CH2:14][C:15]1[CH:16]=[N:17][C:18]([C:21]2[CH:26]=[CH:25][CH:24]=[C:23]([F:27])[C:22]=2[F:28])=[CH:19][CH:20]=1)[C:10]([O:12][CH3:13])=[O:11])=[O:7])([CH3:4])([CH3:2])[CH3:3]. The yield is 1.00. (8) The reactants are [CH3:1][N:2]1[CH2:7][CH2:6][N:5]([C:8]2[CH:9]=[CH:10][C:11]([N+:15]([O-])=O)=[C:12]([CH:14]=2)[NH2:13])[CH2:4][CH2:3]1.Cl.C(O[C:22](=N)[CH2:23][C:24]([O:26][CH2:27][CH3:28])=[O:25])C.Cl.[OH-].[Na+]. The yield is 0.741. The product is [CH2:27]([O:26][C:24](=[O:25])[CH2:23][C:22]1[NH:13][C:12]2[CH:14]=[C:8]([N:5]3[CH2:6][CH2:7][N:2]([CH3:1])[CH2:3][CH2:4]3)[CH:9]=[CH:10][C:11]=2[N:15]=1)[CH3:28]. No catalyst specified. (9) The reactants are [CH3:1][N:2]([CH3:7])[CH2:3][C:4](=[S:6])[NH2:5].[Cl:8][CH2:9][C:10]([CH2:12]Cl)=O.C(=O)(O)[O-].[Na+].S(Cl)(Cl)=O. The catalyst is ClCCCl. The product is [ClH:8].[Cl:8][CH2:9][C:10]1[N:5]=[C:4]([CH2:3][N:2]([CH3:7])[CH3:1])[S:6][CH:12]=1. The yield is 0.750. (10) The reactants are [CH3:1][O:2][C:3]([C:5]1[S:14][C:8]2=[N:9][CH:10]=[C:11](Br)[CH:12]=[C:7]2[C:6]=1[O:15][CH2:16][C:17]([O:19][C:20]([CH3:23])([CH3:22])[CH3:21])=[O:18])=[O:4].C(P(C(C)(C)C)[C:29]1[CH:34]=[CH:33][CH:32]=[CH:31][C:30]=1[C:35]1C=CC=C[CH:36]=1)(C)(C)C.[F-].[K+].C1(/C=C/B(O)O)C=CC=CC=1. The catalyst is CC([O-])=O.CC([O-])=O.[Pd+2]. The product is [CH3:1][O:2][C:3]([C:5]1[S:14][C:8]2=[N:9][CH:10]=[C:11]([CH:36]=[CH:35][C:30]3[CH:31]=[CH:32][CH:33]=[CH:34][CH:29]=3)[CH:12]=[C:7]2[C:6]=1[O:15][CH2:16][C:17]([O:19][C:20]([CH3:23])([CH3:22])[CH3:21])=[O:18])=[O:4]. The yield is 0.700.